Dataset: Peptide-MHC class I binding affinity with 185,985 pairs from IEDB/IMGT. Task: Regression. Given a peptide amino acid sequence and an MHC pseudo amino acid sequence, predict their binding affinity value. This is MHC class I binding data. (1) The peptide sequence is IATLYCVHQK. The MHC is HLA-A26:03 with pseudo-sequence HLA-A26:03. The binding affinity (normalized) is 0.0847. (2) The peptide sequence is IRSAEVVSR. The MHC is HLA-B18:01 with pseudo-sequence HLA-B18:01. The binding affinity (normalized) is 0.0847. (3) The peptide sequence is YYFSLQQRL. The MHC is H-2-Dd with pseudo-sequence H-2-Dd. The binding affinity (normalized) is 0.347. (4) The peptide sequence is KYQLKHIVW. The MHC is HLA-A23:01 with pseudo-sequence HLA-A23:01. The binding affinity (normalized) is 0.317. (5) The peptide sequence is RWASGVSEI. The MHC is HLA-B46:01 with pseudo-sequence HLA-B46:01. The binding affinity (normalized) is 0.0847. (6) The peptide sequence is ETIEILRNY. The MHC is HLA-B51:01 with pseudo-sequence HLA-B51:01. The binding affinity (normalized) is 0.0847. (7) The peptide sequence is GIFVDTMSIY. The MHC is HLA-A68:01 with pseudo-sequence HLA-A68:01. The binding affinity (normalized) is 0.249. (8) The peptide sequence is IDATSTGNY. The MHC is HLA-A30:02 with pseudo-sequence HLA-A30:02. The binding affinity (normalized) is 0.163. (9) The peptide sequence is HLLCQAFSV. The MHC is HLA-A24:03 with pseudo-sequence HLA-A24:03. The binding affinity (normalized) is 0.0847. (10) The MHC is HLA-B07:02 with pseudo-sequence HLA-B07:02. The binding affinity (normalized) is 0.265. The peptide sequence is FLKNRFEAL.